Task: Predict the reactants needed to synthesize the given product.. Dataset: Full USPTO retrosynthesis dataset with 1.9M reactions from patents (1976-2016) (1) Given the product [I:10][C:9]1[N:4]2[C:5]([S:6][C:2]([C:18]3[CH:19]=[C:14]([CH:15]=[CH:16][CH:17]=3)[C:12]([NH2:11])=[O:13])=[N:3]2)=[N:7][CH:8]=1, predict the reactants needed to synthesize it. The reactants are: Br[C:2]1[S:6][C:5]2=[N:7][CH:8]=[C:9]([I:10])[N:4]2[N:3]=1.[NH2:11][C:12]([C:14]1[CH:15]=[C:16](B(O)O)[CH:17]=[CH:18][CH:19]=1)=[O:13].C([O-])([O-])=O.[Na+].[Na+].C([O-])(O)=O.[Na+]. (2) Given the product [C:16]1([S:26]([NH:1][C:2]2[C:10]([C:11]([OH:13])=[O:12])=[C:9]3[C:5]([CH:6]=[CH:7][NH:8]3)=[CH:4][CH:3]=2)(=[O:28])=[O:27])[C:25]2[C:20](=[CH:21][CH:22]=[CH:23][CH:24]=2)[CH:19]=[CH:18][CH:17]=1, predict the reactants needed to synthesize it. The reactants are: [NH2:1][C:2]1[C:10]([C:11]([O:13]CC)=[O:12])=[C:9]2[C:5]([CH:6]=[CH:7][NH:8]2)=[CH:4][CH:3]=1.[C:16]1([S:26](Cl)(=[O:28])=[O:27])[C:25]2[C:20](=[CH:21][CH:22]=[CH:23][CH:24]=2)[CH:19]=[CH:18][CH:17]=1.N1C=CC=CC=1.[Li+].[OH-].